This data is from Peptide-MHC class I binding affinity with 185,985 pairs from IEDB/IMGT. The task is: Regression. Given a peptide amino acid sequence and an MHC pseudo amino acid sequence, predict their binding affinity value. This is MHC class I binding data. (1) The peptide sequence is RTRGGVAAA. The MHC is HLA-A68:02 with pseudo-sequence HLA-A68:02. The binding affinity (normalized) is 0.0847. (2) The peptide sequence is TPQDLNTML. The MHC is HLA-A26:01 with pseudo-sequence HLA-A26:01. The binding affinity (normalized) is 0. (3) The peptide sequence is MPRLSRNAA. The MHC is HLA-B51:01 with pseudo-sequence HLA-B51:01. The binding affinity (normalized) is 0.401. (4) The peptide sequence is NTSANLSLA. The MHC is HLA-A01:01 with pseudo-sequence HLA-A01:01. The binding affinity (normalized) is 0.334. (5) The peptide sequence is LLALQQLEV. The MHC is HLA-A31:01 with pseudo-sequence HLA-A31:01. The binding affinity (normalized) is 0.0876.